From a dataset of Reaction yield outcomes from USPTO patents with 853,638 reactions. Predict the reaction yield, written as a fraction of the theoretical maximum amount of product (1.0 means a 100% yield; for example, 0.34 means a 34% yield). (1) The product is [NH2:19][C:17]1[N:16]=[CH:15][N:14]=[C:13]2[N:12]([C@H:35]3[CH2:31][CH2:32][N:33]([C:36]([O:38][C:39]([CH3:42])([CH3:41])[CH3:40])=[O:37])[CH2:34]3)[N:11]=[C:10]([C:7]3[CH:6]=[CH:5][C:4]([N+:1]([O-:3])=[O:2])=[CH:9][CH:8]=3)[C:18]=12. The yield is 0.520. The catalyst is CN(C=O)C. The reactants are [N+:1]([C:4]1[CH:9]=[CH:8][C:7]([C:10]2[C:18]3[C:13](=[N:14][CH:15]=[N:16][C:17]=3[NH2:19])[NH:12][N:11]=2)=[CH:6][CH:5]=1)([O-:3])=[O:2].C([O-])([O-])=O.[K+].[K+].CS(O[C@@H:31]1[CH2:35][CH2:34][N:33]([C:36]([O:38][C:39]([CH3:42])([CH3:41])[CH3:40])=[O:37])[CH2:32]1)(=O)=O. (2) The reactants are C[O:2][C:3]1[CH:8]=[CH:7][C:6]([N:9]([CH3:23])[C:10]2[CH:15]=[CH:14][CH:13]=[C:12]([N:16]3[CH2:21][CH2:20][N:19]([CH3:22])[CH2:18][CH2:17]3)[CH:11]=2)=[CH:5][CH:4]=1.B(Br)(Br)Br. The catalyst is C(Cl)Cl. The product is [CH3:23][N:9]([C:10]1[CH:15]=[CH:14][CH:13]=[C:12]([N:16]2[CH2:17][CH2:18][N:19]([CH3:22])[CH2:20][CH2:21]2)[CH:11]=1)[C:6]1[CH:5]=[CH:4][C:3]([OH:2])=[CH:8][CH:7]=1. The yield is 0.390. (3) The reactants are F[C:2]1[CH:7]=[CH:6][C:5]([N+:8]([O-:10])=[O:9])=[CH:4][CH:3]=1.C(=O)([O-])[O-].[K+].[K+].[NH:17]1[CH2:22][CH2:21][NH:20][CH2:19][C:18]1=[O:23]. The product is [N+:8]([C:5]1[CH:6]=[CH:7][C:2]([N:20]2[CH2:21][CH2:22][NH:17][C:18](=[O:23])[CH2:19]2)=[CH:3][CH:4]=1)([O-:10])=[O:9]. The catalyst is CN(C)C=O.C(Cl)(Cl)Cl. The yield is 0.430. (4) The reactants are [OH:1][C:2]1[C:3]([CH3:17])=[C:4]2[C:9](=[C:10]([CH3:13])[C:11]=1[CH3:12])[O:8][C:7](=[O:14])[CH2:6][C:5]2([CH3:16])[CH3:15].CC(C)=[O:20].O.C1C(=O)N(Br)C(=O)C1. The catalyst is C(#N)C. The product is [CH3:15][C:5]([C:4]1[C:9](=[O:8])[C:10]([CH3:13])=[C:11]([CH3:12])[C:2](=[O:1])[C:3]=1[CH3:17])([CH3:16])[CH2:6][C:7]([OH:20])=[O:14]. The yield is 0.960. (5) The reactants are [Cl:1][C:2]1[CH:25]=[CH:24][C:5]([CH2:6][S:7]([C:10]2[CH:11]=[C:12]([C:15]([C:17]3[C:18](Cl)=[N:19][CH:20]=[CH:21][CH:22]=3)=O)[NH:13][CH:14]=2)(=[O:9])=[O:8])=[CH:4][CH:3]=1.O.[NH2:27][NH2:28].O. The catalyst is C(O)C. The product is [Cl:1][C:2]1[CH:25]=[CH:24][C:5]([CH2:6][S:7]([C:10]2[CH:11]=[C:12]([C:15]3[C:17]4[C:18](=[N:19][CH:20]=[CH:21][CH:22]=4)[NH:28][N:27]=3)[NH:13][CH:14]=2)(=[O:9])=[O:8])=[CH:4][CH:3]=1. The yield is 0.950. (6) The yield is 0.390. The product is [CH3:1][N:2]1[CH2:3][CH2:4][N:5]([C:8]2[CH:14]=[CH:13][C:11]([NH:12][N:24]=[C:30]([C:29](=[O:34])[CH3:28])[C:31](=[O:33])[CH3:32])=[CH:10][CH:9]=2)[CH2:6][CH2:7]1. The catalyst is C(O)C. The reactants are [CH3:1][N:2]1[CH2:7][CH2:6][N:5]([C:8]2[CH:14]=[CH:13][C:11]([NH2:12])=[CH:10][CH:9]=2)[CH2:4][CH2:3]1.P(=O)(O)(O)O.[N+]([O-])(O)=O.[N:24]([O-])=O.[Na+].[CH3:28][C:29](=[O:34])[CH2:30][C:31](=[O:33])[CH3:32].C([O-])(=O)C.[K+].C([O-])([O-])=O.[Na+].[Na+]. (7) The reactants are [CH3:1][C:2]1[CH:7]=[CH:6][C:5]([NH:8][C:9](=[O:17])OC2C=CC=CC=2)=[CH:4][C:3]=1[C:18]1[CH:19]=[N:20][CH:21]=[CH:22][C:23]=1[CH3:24].[CH3:25][O:26][C:27]1[CH:28]=[C:29]2[C:33](=[CH:34][C:35]=1[C:36]([F:39])([F:38])[F:37])[NH:32][CH2:31][CH2:30]2. The catalyst is CN(C)C=O. The product is [CH3:1][C:2]1[CH:7]=[CH:6][C:5]([NH:8][C:9]([N:32]2[C:33]3[C:29](=[CH:28][C:27]([O:26][CH3:25])=[C:35]([C:36]([F:38])([F:39])[F:37])[CH:34]=3)[CH2:30][CH2:31]2)=[O:17])=[CH:4][C:3]=1[C:18]1[CH:19]=[N:20][CH:21]=[CH:22][C:23]=1[CH3:24]. The yield is 0.470. (8) The reactants are Cl.[NH:2]1[CH2:5][CH:4]([OH:6])[CH2:3]1.[C:7](O[C:7]([O:9][C:10]([CH3:13])([CH3:12])[CH3:11])=[O:8])([O:9][C:10]([CH3:13])([CH3:12])[CH3:11])=[O:8].C(=O)(O)[O-].[Na+].O. The catalyst is O1CCOCC1. The product is [OH:6][CH:4]1[CH2:5][N:2]([C:7]([O:9][C:10]([CH3:13])([CH3:12])[CH3:11])=[O:8])[CH2:3]1. The yield is 0.810.